Predict the product of the given reaction. From a dataset of Forward reaction prediction with 1.9M reactions from USPTO patents (1976-2016). (1) Given the reactants [C:1]([O:5][C:6](=[O:33])[NH:7][C@H:8]([C@@H:17]1[O:21][C:20](=[O:22])[N:19]([CH2:23][C:24]2[CH:29]=[CH:28][CH:27]=[C:26]([CH:30]([CH3:32])[CH3:31])[CH:25]=2)[CH2:18]1)[CH2:9][C:10]1[CH:15]=[CH:14][CH:13]=[C:12]([OH:16])[CH:11]=1)([CH3:4])([CH3:3])[CH3:2].C(=O)([O-])[O-].[K+].[K+].Br[CH2:41][CH2:42][CH2:43][OH:44], predict the reaction product. The product is: [C:1]([O:5][C:6](=[O:33])[NH:7][C@H:8]([C@@H:17]1[O:21][C:20](=[O:22])[N:19]([CH2:23][C:24]2[CH:29]=[CH:28][CH:27]=[C:26]([CH:30]([CH3:31])[CH3:32])[CH:25]=2)[CH2:18]1)[CH2:9][C:10]1[CH:15]=[CH:14][CH:13]=[C:12]([O:16][CH2:41][CH2:42][CH2:43][OH:44])[CH:11]=1)([CH3:4])([CH3:3])[CH3:2]. (2) The product is: [Cl:15][C:12]1[CH:11]=[CH:10][C:9]([CH2:8][C:6]2[N:7]=[C:2]([CH:29]([CH3:31])[CH3:30])[C:3]3[N:18]=[C:17]([C:19]4[CH:24]=[C:23]([CH3:25])[C:22]([O:26][CH3:27])=[C:21]([CH3:28])[CH:20]=4)[O:16][C:4]=3[N:5]=2)=[CH:14][CH:13]=1. Given the reactants Cl[C:2]1[C:3]2[N:18]=[C:17]([C:19]3[CH:24]=[C:23]([CH3:25])[C:22]([O:26][CH3:27])=[C:21]([CH3:28])[CH:20]=3)[O:16][C:4]=2[N:5]=[C:6]([CH2:8][C:9]2[CH:14]=[CH:13][C:12]([Cl:15])=[CH:11][CH:10]=2)[N:7]=1.[CH:29]([Mg]Br)([CH3:31])[CH3:30], predict the reaction product. (3) Given the reactants [F:1][C:2]1[CH:30]=[CH:29][C:5]([CH2:6][C:7]2[CH:8]=[C:9]([CH:25]=[CH:26][C:27]=2[OH:28])[O:10][C:11]2[C:12]([CH3:24])=[C:13]3[C:17](=[CH:18][C:19]=2[CH3:20])[NH:16][C:15]([C:21]([OH:23])=[O:22])=[CH:14]3)=[CH:4][CH:3]=1.[F:1][C:2]1[CH:30]=[CH:29][C:5]([CH2:6][C:7]2[CH:8]=[C:9]([CH:25]=[CH:26][C:27]=2[OH:28])[O:10][C:11]2[C:12]([CH3:24])=[C:13]3[C:17](=[CH:18][C:19]=2[CH3:20])[NH:16][C:15]([C:21]([OH:23])=[O:22])=[CH:14]3)=[CH:4][CH:3]=1.C(OC(C1NC2C(C=1)=C(C)C(OC1C=CC(O)=C(CC3C=CC(F)=CC=3)C=1)=C(C)C=2)=O)C, predict the reaction product. The product is: [F:1][C:2]1[CH:30]=[CH:29][C:5]([CH2:6][C:7]2[CH:8]=[C:9]([CH:25]=[CH:26][C:27]=2[OH:28])[O:10][C:11]2[C:12]([CH3:24])=[C:13]3[C:17](=[CH:18][C:19]=2[CH3:20])[NH:16][C:15]([C:21]([OH:23])=[O:22])=[CH:14]3)=[CH:4][CH:3]=1. (4) The product is: [CH3:1][N:2]([CH3:30])[C:3]([C:5]1[N:6]=[CH:7][C:8]([O:11][C:12]2[CH:13]=[C:14]([CH:19]=[C:20]([O:22][C@H:23]3[CH2:27][CH2:26][N:25]([CH3:28])[C:24]3=[O:29])[CH:21]=2)[C:15]([OH:17])=[O:16])=[N:9][CH:10]=1)=[O:4]. Given the reactants [CH3:1][N:2]([CH3:30])[C:3]([C:5]1[N:6]=[CH:7][C:8]([O:11][C:12]2[CH:13]=[C:14]([CH:19]=[C:20]([O:22][C@H:23]3[CH2:27][CH2:26][N:25]([CH3:28])[C:24]3=[O:29])[CH:21]=2)[C:15]([O:17]C)=[O:16])=[N:9][CH:10]=1)=[O:4].CO.[OH-].[Li+].O, predict the reaction product. (5) Given the reactants Br[C:2]1[CH:7]=[CH:6][C:5]([O:8][CH:9]([CH3:11])[CH3:10])=[CH:4][N:3]=1.[I-:12].[Na+].CN[C@@H]1CCCC[C@H]1NC, predict the reaction product. The product is: [I:12][C:2]1[CH:7]=[CH:6][C:5]([O:8][CH:9]([CH3:11])[CH3:10])=[CH:4][N:3]=1. (6) Given the reactants [C:1]([O:5][NH:6][C:7](=[O:19])[CH2:8][CH2:9][CH2:10][CH2:11][CH2:12][CH2:13][NH:14][C:15](=[O:18])[C:16]#[CH:17])([CH3:4])([CH3:3])[CH3:2].[F-].[K+].[N:22]([CH2:25][C:26]([O:28][CH2:29][C:30]1[CH:35]=[CH:34][CH:33]=[CH:32][CH:31]=1)=[O:27])=[N+:23]=[N-:24].[Na].O=C1O[C@H]([C@H](CO)O)C(O)=C1O, predict the reaction product. The product is: [C:1]([O:5][NH:6][C:7](=[O:19])[CH2:8][CH2:9][CH2:10][CH2:11][CH2:12][CH2:13][NH:14][C:15]([C:16]1[N:24]=[N:23][N:22]([CH2:25][C:26]([O:28][CH2:29][C:30]2[CH:35]=[CH:34][CH:33]=[CH:32][CH:31]=2)=[O:27])[CH:17]=1)=[O:18])([CH3:4])([CH3:2])[CH3:3]. (7) Given the reactants N1(O[C:11]2[C:12]3[CH2:19][N:18]([C:20]([O:22][C:23]([CH3:26])([CH3:25])[CH3:24])=[O:21])[CH2:17][C:13]=3[N:14]=[CH:15][N:16]=2)C2C=CC=CC=2N=N1.[O:27]1[CH2:32][CH2:31][N:30]([CH2:33][CH2:34][C@@H:35]([NH:44][C:45]2[CH:50]=[CH:49][C:48]([S:51]([NH2:54])(=[O:53])=[O:52])=[CH:47][C:46]=2[S:55]([C:58]([F:61])([F:60])[F:59])(=[O:57])=[O:56])[CH2:36][S:37][C:38]2[CH:43]=[CH:42][CH:41]=[CH:40][CH:39]=2)[CH2:29][CH2:28]1.C(=O)([O-])[O-].[K+].[K+], predict the reaction product. The product is: [O:27]1[CH2:32][CH2:31][N:30]([CH2:33][CH2:34][C@@H:35]([NH:44][C:45]2[CH:50]=[CH:49][C:48]([S:51]([NH:54][C:11]3[C:12]4[CH2:19][N:18]([C:20]([O:22][C:23]([CH3:24])([CH3:25])[CH3:26])=[O:21])[CH2:17][C:13]=4[N:14]=[CH:15][N:16]=3)(=[O:52])=[O:53])=[CH:47][C:46]=2[S:55]([C:58]([F:61])([F:59])[F:60])(=[O:57])=[O:56])[CH2:36][S:37][C:38]2[CH:39]=[CH:40][CH:41]=[CH:42][CH:43]=2)[CH2:29][CH2:28]1.